From a dataset of Forward reaction prediction with 1.9M reactions from USPTO patents (1976-2016). Predict the product of the given reaction. (1) Given the reactants [CH2:1]([O:6][C:7]1[CH:20]=[CH:19][C:18]2[O:17][C:16]3[C:11](=[CH:12][C:13](B4OC(C)(C)C(C)(C)O4)=[CH:14][CH:15]=3)[C@@:10]3([CH2:33][O:32][C:31]([NH2:34])=[N:30]3)[C:9]=2[CH:8]=1)[C:2]([CH3:5])([CH3:4])[CH3:3].Br[C:36]1[NH:37][CH:38]=[CH:39][N:40]=1.CC([O-])=O.[K+].CC(N)CC1C=CC=CC=1.OP(O)(O)=O, predict the reaction product. The product is: [NH:37]1[CH:38]=[CH:39][N:40]=[C:36]1[C:13]1[CH:14]=[CH:15][C:16]2[O:17][C:18]3[C:9](=[CH:8][C:7]([O:6][CH2:1][C:2]([CH3:5])([CH3:4])[CH3:3])=[CH:20][CH:19]=3)[C@:10]3([CH2:33][O:32][C:31]([NH2:34])=[N:30]3)[C:11]=2[CH:12]=1. (2) Given the reactants [CH3:1][S-:2].[Na+].Cl[C:5]1[C:14]2[C:9](=[CH:10][CH:11]=[CH:12][C:13]=2[CH3:15])[N:8]=[CH:7][N:6]=1, predict the reaction product. The product is: [CH3:15][C:13]1[CH:12]=[CH:11][CH:10]=[C:9]2[C:14]=1[C:5]([S:2][CH3:1])=[N:6][CH:7]=[N:8]2. (3) Given the reactants [Cl:1][C:2]1[CH:3]=[C:4]([CH:8]=[CH:9][C:10]=1[F:11])[C:5]([OH:7])=[O:6].O.[OH-].[Na+].[CH3:15][CH2:16]O, predict the reaction product. The product is: [CH2:15]([O:6][C:5](=[O:7])[C:4]1[CH:8]=[CH:9][C:10]([F:11])=[C:2]([Cl:1])[CH:3]=1)[CH3:16]. (4) Given the reactants C(O[BH-](O[C:11](=[O:13])[CH3:12])OC(=O)C)(=O)C.[Na+].[Cl:15][C:16]1[CH:21]=[CH:20][C:19]([C@H:22]2[C@@H:27]([C:28]3[CH:33]=[CH:32][C:31]([Cl:34])=[CH:30][CH:29]=3)[N:26]([C@H:35]([CH2:41][CH2:42][CH3:43])[C:36]([O:38][CH2:39][CH3:40])=[O:37])[C:25](=[O:44])[C@H:24]([CH2:45]CC=O)[O:23]2)=[CH:18][CH:17]=1.[NH:49]1[CH2:54][CH2:53]O[CH2:51][CH2:50]1.ClCCCl, predict the reaction product. The product is: [Cl:15][C:16]1[CH:17]=[CH:18][C:19]([C@H:22]2[C@@H:27]([C:28]3[CH:29]=[CH:30][C:31]([Cl:34])=[CH:32][CH:33]=3)[N:26]([C@H:35]([CH2:41][CH2:42][CH3:43])[C:36]([O:38][CH2:39][CH3:40])=[O:37])[C:25](=[O:44])[C@H:24]([CH2:45][CH2:51][CH2:50][N:49]3[CH2:12][CH2:11][O:13][CH2:53][CH2:54]3)[O:23]2)=[CH:20][CH:21]=1.